This data is from Catalyst prediction with 721,799 reactions and 888 catalyst types from USPTO. The task is: Predict which catalyst facilitates the given reaction. Reactant: [NH2:1][C:2]1[CH:3]=[CH:4][CH:5]=[C:6]2[C:10]=1[N:9]([CH2:11][O:12][CH3:13])[C:8]([C:14]1[S:15][C:16]([C:19]([O:21][CH2:22][CH3:23])=[O:20])=[CH:17][N:18]=1)=[CH:7]2.[S:24]1[CH:28]=[CH:27][CH:26]=[C:25]1[S:29](Cl)(=[O:31])=[O:30]. Product: [CH3:13][O:12][CH2:11][N:9]1[C:10]2[C:6](=[CH:5][CH:4]=[CH:3][C:2]=2[NH:1][S:29]([C:25]2[S:24][CH:28]=[CH:27][CH:26]=2)(=[O:31])=[O:30])[CH:7]=[C:8]1[C:14]1[S:15][C:16]([C:19]([O:21][CH2:22][CH3:23])=[O:20])=[CH:17][N:18]=1. The catalyst class is: 17.